This data is from Reaction yield outcomes from USPTO patents with 853,638 reactions. The task is: Predict the reaction yield, written as a fraction of the theoretical maximum amount of product (1.0 means a 100% yield; for example, 0.34 means a 34% yield). (1) The reactants are [OH:1][C:2]1[CH:3]=[C:4]([CH:9]=[CH:10][C:11]=1[C:12]1[NH:13][CH:14]=[CH:15][N:16]=1)[C:5]([O:7][CH3:8])=[O:6].Br[CH2:18][CH2:19]Br.C(=O)([O-])[O-].[Cs+].[Cs+]. The catalyst is CN(C=O)C. The product is [N:16]1[CH:15]=[CH:14][N:13]2[C:12]=1[C:11]1[CH:10]=[CH:9][C:4]([C:5]([O:7][CH3:8])=[O:6])=[CH:3][C:2]=1[O:1][CH2:19][CH2:18]2. The yield is 0.800. (2) The reactants are [CH3:1][C:2]1[O:6][N:5]=[C:4]([C:7]2[CH:12]=[CH:11][CH:10]=[CH:9][CH:8]=2)[C:3]=1[CH2:13][O:14][C:15]1[CH:24]=[CH:23][C:18]([C:19]([NH:21][NH2:22])=O)=[CH:17][N:16]=1.Cl.[C:26](N)(=[NH:28])[CH3:27]. The catalyst is CN(C=O)C.C(OC(=O)C)C. The product is [CH3:1][C:2]1[O:6][N:5]=[C:4]([C:7]2[CH:12]=[CH:11][CH:10]=[CH:9][CH:8]=2)[C:3]=1[CH2:13][O:14][C:15]1[CH:24]=[CH:23][C:18]([C:19]2[NH:28][C:26]([CH3:27])=[N:22][N:21]=2)=[CH:17][N:16]=1. The yield is 0.200. (3) The reactants are [NH2:1][C:2]1[CH:10]=[C:6]([C:7]([OH:9])=[O:8])[C:5]([OH:11])=[CH:4][CH:3]=1.[N+:12]([C:15]1[CH:23]=[CH:22][C:18]([C:19](Cl)=[O:20])=[CH:17][CH:16]=1)([O-:14])=[O:13]. No catalyst specified. The product is [N+:12]([C:15]1[CH:16]=[CH:17][C:18]([C:19]([NH:1][C:2]2[CH:10]=[C:6]([C:7]([OH:9])=[O:8])[C:5]([OH:11])=[CH:4][CH:3]=2)=[O:20])=[CH:22][CH:23]=1)([O-:14])=[O:13]. The yield is 0.560. (4) The reactants are NC1C=C(OC)C=CC=1[C:4](O)=[O:5].[NH2:13][C:14]1[CH:19]=[C:18]([O:20][CH3:21])[CH:17]=[CH:16][C:15]=1[C:22]([C:24]1[CH:29]=[CH:28][CH:27]=[CH:26][C:25]=1[O:30][CH3:31])=[O:23].[NH2:32][C:33]1[S:34][CH:35]=[CH:36][N:37]=1. No catalyst specified. The product is [NH2:13][C:14]1[CH:19]=[C:18]([O:20][CH3:21])[CH:17]=[CH:16][C:15]=1[C:22]([C:24]1[CH:29]=[CH:28][CH:27]=[CH:26][C:25]=1[O:30][CH3:31])=[O:23].[CH3:31][O:30][C:25]1[CH:26]=[CH:27][CH:28]=[CH:29][C:24]=1[C:22]([C:15]1[CH:16]=[CH:17][C:18]([O:20][CH3:21])=[CH:19][C:14]=1[NH:13][C:4]([NH:32][C:33]1[S:34][CH:35]=[CH:36][N:37]=1)=[O:5])=[O:23]. The yield is 0.280. (5) The reactants are [CH:1]1([S:4]([C:7]2[CH:12]=[CH:11][C:10]([CH:13]([C:21]3[NH:25][C:24]([C:26]4[N:31]=[CH:30][C:29]([CH:32]=[O:33])=[CH:28][CH:27]=4)=[CH:23][CH:22]=3)[CH2:14][CH:15]3[CH2:20][CH2:19][O:18][CH2:17][CH2:16]3)=[CH:9][CH:8]=2)(=[O:6])=[O:5])[CH2:3][CH2:2]1.[Mn]([O-])(=O)(=O)=[O:35].[K+].S([O-])([O-])=O.[Na+].[Na+]. The catalyst is CC(C)=O. The product is [CH:1]1([S:4]([C:7]2[CH:8]=[CH:9][C:10]([CH:13]([C:21]3[NH:25][C:24]([C:26]4[N:31]=[CH:30][C:29]([C:32]([OH:35])=[O:33])=[CH:28][CH:27]=4)=[CH:23][CH:22]=3)[CH2:14][CH:15]3[CH2:16][CH2:17][O:18][CH2:19][CH2:20]3)=[CH:11][CH:12]=2)(=[O:6])=[O:5])[CH2:3][CH2:2]1. The yield is 0.490. (6) The reactants are C([Sn](CCCC)(CCCC)[C:6]1[S:7][CH:8]=[CH:9][CH:10]=1)CCC.[C:19]([O:23][C:24](=[O:43])[N:25]([CH2:27][C:28]1[CH:32]=[C:31](Br)[N:30]([S:34]([C:37]2[CH:38]=[N:39][CH:40]=[CH:41][CH:42]=2)(=[O:36])=[O:35])[CH:29]=1)[CH3:26])([CH3:22])([CH3:21])[CH3:20]. The catalyst is C1(C)C=CC=CC=1.C1C=CC([P]([Pd]([P](C2C=CC=CC=2)(C2C=CC=CC=2)C2C=CC=CC=2)([P](C2C=CC=CC=2)(C2C=CC=CC=2)C2C=CC=CC=2)[P](C2C=CC=CC=2)(C2C=CC=CC=2)C2C=CC=CC=2)(C2C=CC=CC=2)C2C=CC=CC=2)=CC=1. The product is [CH3:26][N:25]([CH2:27][C:28]1[CH:32]=[C:31]([C:6]2[S:7][CH:8]=[CH:9][CH:10]=2)[N:30]([S:34]([C:37]2[CH:38]=[N:39][CH:40]=[CH:41][CH:42]=2)(=[O:36])=[O:35])[CH:29]=1)[C:24](=[O:43])[O:23][C:19]([CH3:22])([CH3:20])[CH3:21]. The yield is 0.730. (7) The reactants are [N:1]1[C:6]2[CH2:7][CH2:8][NH:9][CH2:10][CH2:11][C:5]=2[C:4]([OH:12])=[N:3][CH:2]=1.[Cl:13][C:14]1[C:23]2[C:18](=[CH:19][CH:20]=[CH:21][CH:22]=2)[C:17](Cl)=[N:16][N:15]=1.CCN(CC)CC. The catalyst is CN(C=O)C.O. The product is [Cl:13][C:14]1[C:23]2[C:18](=[CH:19][CH:20]=[CH:21][CH:22]=2)[C:17]([N:9]2[CH2:10][CH2:11][C:5]3[C:4]([OH:12])=[N:3][CH:2]=[N:1][C:6]=3[CH2:7][CH2:8]2)=[N:16][N:15]=1. The yield is 0.550. (8) The yield is 0.780. The catalyst is CN(C)C=O. The product is [I:16][C:3]1[C:4]2[C:9](=[CH:8][C:7]([C:10]([O:12][CH3:13])=[O:11])=[CH:6][CH:5]=2)[NH:1][N:2]=1. The reactants are [NH:1]1[C:9]2[C:4](=[CH:5][CH:6]=[C:7]([C:10]([O:12][CH3:13])=[O:11])[CH:8]=2)[CH:3]=[N:2]1.[OH-].[K+].[I:16]I.S(=O)(=O)(O)[O-].[Na+]. (9) The reactants are [F:1][C:2]1[CH:3]=[C:4]2[C:8](=[CH:9][CH:10]=1)[NH:7][C:6](=[O:11])[CH2:5]2.C[Si]([N-][Si](C)(C)C)(C)C.[Li+].[CH2:22]([CH:24]1[C:28]2[CH:29]=[N:30][CH:31]=[CH:32][C:27]=2[C:26](=O)[O:25]1)[CH3:23].Cl. The catalyst is C1COCC1. The product is [CH2:22]([CH:24]1[C:28]2[CH:29]=[N:30][CH:31]=[CH:32][C:27]=2[C:26](=[C:5]2[C:4]3[C:8](=[CH:9][CH:10]=[C:2]([F:1])[CH:3]=3)[NH:7][C:6]2=[O:11])[O:25]1)[CH3:23]. The yield is 0.590.